From a dataset of Full USPTO retrosynthesis dataset with 1.9M reactions from patents (1976-2016). Predict the reactants needed to synthesize the given product. (1) Given the product [C:29]([NH:28][S:27]([C:22]1[CH:23]=[CH:24][CH:25]=[CH:26][C:21]=1[C:18]1[CH:19]=[CH:20][C:15]([NH:14][C:13]([CH:9]2[CH2:10][CH2:11][CH2:12][NH:8]2)=[O:36])=[C:16]([F:35])[CH:17]=1)(=[O:34])=[O:33])([CH3:32])([CH3:30])[CH3:31], predict the reactants needed to synthesize it. The reactants are: C(OC([N:8]1[CH2:12][CH2:11][CH2:10][CH:9]1[C:13](=[O:36])[NH:14][C:15]1[CH:20]=[CH:19][C:18]([C:21]2[CH:26]=[CH:25][CH:24]=[CH:23][C:22]=2[S:27](=[O:34])(=[O:33])[NH:28][C:29]([CH3:32])([CH3:31])[CH3:30])=[CH:17][C:16]=1[F:35])=O)(C)(C)C.FC(F)(F)C(O)=O. (2) Given the product [F:1][C:2]1[CH:7]=[C:6]([O:8][CH2:9][CH2:10][CH2:11][CH2:12][CH2:13][CH3:14])[CH:5]=[CH:4][C:3]=1[NH2:15], predict the reactants needed to synthesize it. The reactants are: [F:1][C:2]1[CH:7]=[C:6]([O:8][CH2:9][CH2:10][CH2:11][CH2:12][CH2:13][CH3:14])[CH:5]=[CH:4][C:3]=1[N+:15]([O-])=O.C(OCCCOCCCCCCCCN)C. (3) Given the product [CH3:1][C:2]1[S:6][C:5]([N:7]2[C:11](=[O:12])[C:10]3[C:9](=[CH:17][CH:16]=[CH:15][CH:14]=3)[C:8]2=[O:13])=[N:4][CH:3]=1, predict the reactants needed to synthesize it. The reactants are: [CH3:1][C:2]1[S:6][C:5]([NH2:7])=[N:4][CH:3]=1.[C:8]1(=O)[O:13][C:11](=[O:12])[C:10]2=[CH:14][CH:15]=[CH:16][CH:17]=[C:9]12.C(Cl)Cl.CO. (4) Given the product [ClH:33].[ClH:1].[NH2:10][C@@H:11]([C:19]([N:21]1[CH2:45][CH2:44][CH2:43][C@H:22]1[C:23]([NH:25][CH2:26][C:27]1[CH:32]=[C:31]([Cl:33])[CH:30]=[CH:29][C:28]=1[CH2:34][NH3+:35])=[O:24])=[O:20])[CH2:12][C:13]1[CH:18]=[CH:17][CH:16]=[CH:15][CH:14]=1, predict the reactants needed to synthesize it. The reactants are: [ClH:1].C(OCC([NH:10][C@@H:11]([C:19]([N:21]1[CH2:45][CH2:44][CH2:43][C@H:22]1[C:23]([NH:25][CH2:26][C:27]1[CH:32]=[C:31]([Cl:33])[CH:30]=[CH:29][C:28]=1[CH2:34][NH:35]C(OC(C)(C)C)=O)=[O:24])=[O:20])[CH2:12][C:13]1[CH:18]=[CH:17][CH:16]=[CH:15][CH:14]=1)=O)(C)(C)C. (5) Given the product [NH2:28][CH2:27][CH2:26][CH2:25][N:24]1[C:23]2[CH:29]=[CH:30][CH:31]=[CH:32][C:22]=2[N:21]=[C:20]1[CH2:19][N:8]([CH2:7][C:1]1[CH:6]=[CH:5][CH:4]=[CH:3][CH:2]=1)[CH:9]1[C:18]2[N:17]=[CH:16][CH:15]=[CH:14][C:13]=2[CH2:12][CH2:11][CH2:10]1, predict the reactants needed to synthesize it. The reactants are: [C:1]1([CH2:7][N:8]([CH2:19][C:20]2[N:24]([CH2:25][CH2:26][C:27]#[N:28])[C:23]3[CH:29]=[CH:30][CH:31]=[CH:32][C:22]=3[N:21]=2)[CH:9]2[C:18]3[N:17]=[CH:16][CH:15]=[CH:14][C:13]=3[CH2:12][CH2:11][CH2:10]2)[CH:6]=[CH:5][CH:4]=[CH:3][CH:2]=1.NCCCN1C2C=CC=CC=2N=C1CN(C)C1C2N=CC=CC=2CCC1. (6) Given the product [O:14]1[C:18]2[CH:19]=[CH:20][CH:21]=[CH:22][C:17]=2[CH:16]=[C:15]1[C:23]1[N:27]2[N:28]=[C:29]([N:2]([CH3:1])[CH2:3][CH:4]([C:6]3[CH:11]=[CH:10][CH:9]=[CH:8][CH:7]=3)[OH:5])[CH:30]=[CH:31][C:26]2=[N:25][CH:24]=1, predict the reactants needed to synthesize it. The reactants are: [CH3:1][NH:2][CH2:3][CH:4]([C:6]1[CH:11]=[CH:10][CH:9]=[CH:8][CH:7]=1)[OH:5].[H-].[Na+].[O:14]1[C:18]2[CH:19]=[CH:20][CH:21]=[CH:22][C:17]=2[CH:16]=[C:15]1[C:23]1[N:27]2[N:28]=[C:29](Cl)[CH:30]=[CH:31][C:26]2=[N:25][CH:24]=1. (7) The reactants are: [Cl:1][C:2]1[CH:3]=[C:4]([C@@H:8]2[C@@H:13]([C:14]3[CH:19]=[CH:18][C:17]([Cl:20])=[CH:16][CH:15]=3)[N:12]([CH:21]3[CH2:25][CH2:24][CH:23]([OH:26])[CH:22]3[OH:27])[C:11](=[O:28])[C@:10]([CH2:30][C:31]([OH:33])=[O:32])([CH3:29])[CH2:9]2)[CH:5]=[CH:6][CH:7]=1.I([O-])(=O)(=O)=O.[Na+]. Given the product [Cl:1][C:2]1[CH:3]=[C:4]([C@@H:8]2[C@@H:13]([C:14]3[CH:15]=[CH:16][C:17]([Cl:20])=[CH:18][CH:19]=3)[N:12]([CH:21]([CH2:25][CH2:24][CH:23]=[O:26])[CH:22]=[O:27])[C:11](=[O:28])[C@:10]([CH2:30][C:31]([OH:33])=[O:32])([CH3:29])[CH2:9]2)[CH:5]=[CH:6][CH:7]=1, predict the reactants needed to synthesize it. (8) Given the product [O:4]1[C:5]2([CH2:6][CH2:7][CH:8]([N:11]3[C:44](=[O:45])[C:43]([CH2:42][C:39]4[CH:40]=[CH:41][C:36]([C:31]5[C:30]([C:28]#[N:29])=[CH:35][CH:34]=[CH:33][CH:32]=5)=[CH:37][C:38]=4[F:54])=[C:49]([CH2:50][CH2:51][CH3:52])[N:16]4[N:15]=[CH:14][CH:13]=[C:12]34)[CH2:9][CH2:10]2)[O:1][CH2:2][CH2:3]1, predict the reactants needed to synthesize it. The reactants are: [O:1]1[C:5]2([CH2:10][CH2:9][CH:8]([NH:11][C:12]3[NH:16][N:15]=[CH:14][CH:13]=3)[CH2:7][CH2:6]2)[O:4][CH2:3][CH2:2]1.N12CCCN=C1CCCCC2.[C:28]([C:30]1[CH:35]=[CH:34][CH:33]=[CH:32][C:31]=1[C:36]1[CH:41]=[CH:40][C:39]([CH2:42][CH:43]([C:49](=O)[CH2:50][CH2:51][CH3:52])[C:44](OCC)=[O:45])=[C:38]([F:54])[CH:37]=1)#[N:29].C(OCC)(=O)C. (9) Given the product [CH3:32][C:5]([O:7][C:8]1[CH:13]=[CH:12][C:11]([S:14][CH2:15][CH2:16][CH2:17][C:18]#[C:19][C:20]2[CH:21]=[CH:22][C:23]([O:26][C:27]([F:30])([F:29])[F:28])=[CH:24][CH:25]=2)=[CH:10][C:9]=1[CH3:31])([CH3:6])[C:4]([OH:33])=[O:3], predict the reactants needed to synthesize it. The reactants are: C([O:3][C:4](=[O:33])[C:5]([CH3:32])([O:7][C:8]1[CH:13]=[CH:12][C:11]([S:14][CH2:15][CH2:16][CH2:17][C:18]#[C:19][C:20]2[CH:25]=[CH:24][C:23]([O:26][C:27]([F:30])([F:29])[F:28])=[CH:22][CH:21]=2)=[CH:10][C:9]=1[CH3:31])[CH3:6])C.[Li+].[OH-].